Task: Predict the reactants needed to synthesize the given product.. Dataset: Full USPTO retrosynthesis dataset with 1.9M reactions from patents (1976-2016) (1) Given the product [F:1][C:2]([F:11])([F:10])[C:3]1([CH2:7][OH:8])[CH2:6][CH2:5][CH2:4]1, predict the reactants needed to synthesize it. The reactants are: [F:1][C:2]([F:11])([F:10])[C:3]1([C:7](O)=[O:8])[CH2:6][CH2:5][CH2:4]1.C1COCC1. (2) Given the product [Br:1][C:2]1[CH:7]=[CH:6][C:5]([C:8]([F:11])([F:10])[F:9])=[CH:4][C:3]=1[C@H:12]([NH:17][C:18](=[O:27])[O:19][CH2:20][C:21]1[CH:22]=[CH:23][CH:24]=[CH:25][CH:26]=1)[CH2:13][CH2:14]/[CH:15]=[CH:16]/[C:30]1[CH:35]=[C:34]([C:36]([F:37])([F:39])[F:38])[CH:33]=[C:32]([CH3:40])[CH:31]=1, predict the reactants needed to synthesize it. The reactants are: [Br:1][C:2]1[CH:7]=[CH:6][C:5]([C:8]([F:11])([F:10])[F:9])=[CH:4][C:3]=1[C@@H:12]([NH:17][C:18](=[O:27])[O:19][CH2:20][C:21]1[CH:26]=[CH:25][CH:24]=[CH:23][CH:22]=1)[CH2:13][CH2:14][CH:15]=[CH2:16].C([C:30]1[CH:35]=[C:34]([C:36]([F:39])([F:38])[F:37])[CH:33]=[C:32]([CH3:40])[CH:31]=1)=C.